From a dataset of Forward reaction prediction with 1.9M reactions from USPTO patents (1976-2016). Predict the product of the given reaction. (1) Given the reactants [O:1]=[C:2]1[CH:11]=[CH:10][C:9]2[C:4](=[CH:5][CH:6]=[CH:7][N:8]=2)[N:3]1[CH2:12][C:13]([OH:15])=O.[Cl:16][C:17]1[C:18]([C:23]2[N:27]=[CH:26][NH:25][N:24]=2)=[C:19]([NH2:22])[S:20][CH:21]=1, predict the reaction product. The product is: [Cl:16][C:17]1[C:18]([C:23]2[N:27]=[CH:26][NH:25][N:24]=2)=[C:19]([NH:22][C:13](=[O:15])[CH2:12][N:3]2[C:4]3[C:9](=[N:8][CH:7]=[CH:6][CH:5]=3)[CH:10]=[CH:11][C:2]2=[O:1])[S:20][CH:21]=1. (2) Given the reactants [NH:1]1[CH2:6][CH2:5][CH:4]([O:7][C:8]2[S:9][C:10]3[CH:16]=[C:15]([CH:17]4[CH2:22][CH2:21][N:20]([C:23]([O:25][C:26]([CH3:29])([CH3:28])[CH3:27])=[O:24])[CH2:19][CH2:18]4)[CH:14]=[CH:13][C:11]=3[N:12]=2)[CH2:3][CH2:2]1.[Cl:30][C:31]1[CH:32]=[N:33][C:34](I)=[N:35][CH:36]=1.C(=O)([O-])[O-].[K+].[K+], predict the reaction product. The product is: [Cl:30][C:31]1[CH:32]=[N:33][C:34]([N:1]2[CH2:6][CH2:5][CH:4]([O:7][C:8]3[S:9][C:10]4[CH:16]=[C:15]([CH:17]5[CH2:22][CH2:21][N:20]([C:23]([O:25][C:26]([CH3:29])([CH3:28])[CH3:27])=[O:24])[CH2:19][CH2:18]5)[CH:14]=[CH:13][C:11]=4[N:12]=3)[CH2:3][CH2:2]2)=[N:35][CH:36]=1. (3) Given the reactants ClC1C=C(C(N)C)C2OCCOC=2C=1.FC1C=C(F)C=CC=1S(C)(=O)=O.C(N(C(C)C)CC)(C)C.[Cl:36][C:37]1[CH:46]=[C:45]([CH:47]([NH:49][C:50]2[CH:55]=[C:54](F)[CH:53]=[CH:52][C:51]=2[S:57]([CH3:60])(=[O:59])=[O:58])[CH3:48])[C:40]2[O:41][CH2:42][CH2:43][O:44][C:39]=2[CH:38]=1.[NH:61]1[CH2:66][CH2:65][NH:64][CH2:63][CH2:62]1, predict the reaction product. The product is: [Cl:36][C:37]1[CH:46]=[C:45]([CH:47]([NH:49][C:50]2[CH:55]=[C:54]([N:61]3[CH2:66][CH2:65][NH:64][CH2:63][CH2:62]3)[CH:53]=[CH:52][C:51]=2[S:57]([CH3:60])(=[O:59])=[O:58])[CH3:48])[C:40]2[O:41][CH2:42][CH2:43][O:44][C:39]=2[CH:38]=1.